From a dataset of Peptide-MHC class II binding affinity with 134,281 pairs from IEDB. Regression. Given a peptide amino acid sequence and an MHC pseudo amino acid sequence, predict their binding affinity value. This is MHC class II binding data. (1) The MHC is DRB1_1302 with pseudo-sequence DRB1_1302. The peptide sequence is NKICTSKGDSARVTV. The binding affinity (normalized) is 0.520. (2) The peptide sequence is LSPREEPDDIDCWCY. The MHC is DRB1_0404 with pseudo-sequence DRB1_0404. The binding affinity (normalized) is 0. (3) The peptide sequence is VGSKLIVAMSSWLQK. The MHC is HLA-DPA10103-DPB10401 with pseudo-sequence HLA-DPA10103-DPB10401. The binding affinity (normalized) is 0.585. (4) The peptide sequence is IFSGNMNIKLKMPMY. The MHC is DRB1_1201 with pseudo-sequence DRB1_1201. The binding affinity (normalized) is 0.692.